This data is from Full USPTO retrosynthesis dataset with 1.9M reactions from patents (1976-2016). The task is: Predict the reactants needed to synthesize the given product. (1) Given the product [ClH:18].[NH2:7][C@@H:8]([C:10]1[CH:11]=[C:12]([CH:13]=[CH:14][CH:15]=1)[C:16]#[N:17])[CH3:9], predict the reactants needed to synthesize it. The reactants are: C([S+]([NH:7][C@@H:8]([C:10]1[CH:15]=[CH:14][CH:13]=[C:12]([C:16]#[N:17])[CH:11]=1)[CH3:9])[O-])(C)(C)C.[ClH:18]. (2) The reactants are: F[P-](F)(F)(F)(F)F.N1(O[P+](N(C)C)(N(C)C)N(C)C)C2C=CC=CC=2N=N1.[C:28]([C:30]1[C:38]2[C:33](=[CH:34][CH:35]=[C:36]([C:39](O)=[O:40])[CH:37]=2)[N:32]([CH:42]2[CH2:47][CH2:46][CH2:45][CH2:44][O:43]2)[N:31]=1)#[CH:29].CCN(C(C)C)C(C)C.[BH4-].[Na+]. Given the product [C:28]([C:30]1[C:38]2[C:33](=[CH:34][CH:35]=[C:36]([CH2:39][OH:40])[CH:37]=2)[N:32]([CH:42]2[CH2:47][CH2:46][CH2:45][CH2:44][O:43]2)[N:31]=1)#[CH:29], predict the reactants needed to synthesize it. (3) Given the product [O:24]=[C:23]1[CH:22]([N:21]2[C:17](=[O:19])[C:9]3[C:10](=[CH:14][CH:15]=[CH:16][C:8]=3[NH:7][C:1]3[CH:2]=[CH:3][CH:4]=[CH:5][CH:6]=3)[C:11]2=[O:13])[CH2:28][CH2:27][C:26](=[O:29])[NH:25]1, predict the reactants needed to synthesize it. The reactants are: [C:1]1([NH:7][C:8]2[CH:16]=[CH:15][CH:14]=[C:10]([C:11]([OH:13])=O)[C:9]=2[C:17]([OH:19])=O)[CH:6]=[CH:5][CH:4]=[CH:3][CH:2]=1.Cl.[NH2:21][CH:22]1[CH2:28][CH2:27][C:26](=[O:29])[NH:25][C:23]1=[O:24]. (4) The reactants are: [N+:1]([O-:4])(O)=[O:2].[C:5]([C:9]1[CH:10]=[CH:11][C:12]([O:18][CH3:19])=[C:13]([CH:17]=1)[C:14]([OH:16])=[O:15])([CH3:8])([CH3:7])[CH3:6]. Given the product [C:5]([C:9]1[CH:10]=[C:11]([N+:1]([O-:4])=[O:2])[C:12]([O:18][CH3:19])=[C:13]([CH:17]=1)[C:14]([OH:16])=[O:15])([CH3:8])([CH3:6])[CH3:7], predict the reactants needed to synthesize it. (5) Given the product [F:4][C:3]([F:5])([F:6])[CH2:2][C:7]1[CH:12]=[CH:11][C:10]([OH:13])=[CH:9][CH:8]=1, predict the reactants needed to synthesize it. The reactants are: Cl[CH:2]([C:7]1[CH:12]=[CH:11][C:10]([OH:13])=[CH:9][CH:8]=1)[C:3]([F:6])([F:5])[F:4].[BH4-].[Na+]. (6) Given the product [CH3:16][CH:9]1[CH2:10][C:11](=[O:12])[NH:1][C:2]2[CH:7]=[CH:6][CH:5]=[CH:4][C:3]=2[NH:8]1, predict the reactants needed to synthesize it. The reactants are: [NH2:1][C:2]1[CH:7]=[CH:6][CH:5]=[CH:4][C:3]=1[NH:8][CH:9]([CH3:16])[CH2:10][C:11](OCC)=[O:12].C[O-].[Na+].